This data is from Forward reaction prediction with 1.9M reactions from USPTO patents (1976-2016). The task is: Predict the product of the given reaction. (1) Given the reactants [F:1][C:2]1[CH:8]=[CH:7][CH:6]=[CH:5][C:3]=1[NH2:4].C[Al](C)C.C([O:15][C:16]([C:18]1[C:27]2[C:26]3=[N:28][N:29]([CH3:31])[CH:30]=[C:25]3[CH2:24][CH2:23][CH2:22][C:21]=2[NH:20][CH:19]=1)=O)C.O, predict the reaction product. The product is: [F:1][C:2]1[CH:8]=[CH:7][CH:6]=[CH:5][C:3]=1[NH:4][C:16]([C:18]1[C:27]2[C:26]3=[N:28][N:29]([CH3:31])[CH:30]=[C:25]3[CH2:24][CH2:23][CH2:22][C:21]=2[NH:20][CH:19]=1)=[O:15]. (2) Given the reactants ClC1C=C([C@H](CCN2CCC(N(C(=O)C(F)(F)F)CCNC(=O)C(F)(F)F)CC2)[CH2:10][N:11](C)[C:12](=[O:19])[C:13]2[CH:18]=[CH:17][CH:16]=[CH:15][CH:14]=2)C=CC=1Cl.FC(F)(F)C(N(CCNC(=O)C(F)(F)F)C1CCNCC1)=O.ClC1C=C(C(CC=O)CN(C)C(=O)C2C=CC=CC=2)C=CC=1Cl, predict the reaction product. The product is: [CH3:10][NH:11][C:12](=[O:19])[C:13]1[CH:18]=[CH:17][CH:16]=[CH:15][CH:14]=1. (3) Given the reactants [C:1]1([C:7]2[S:8][CH:9]=[C:10]([C:12]3[CH:20]=[CH:19][CH:18]=[CH:17][C:13]=3[C:14]([OH:16])=O)[N:11]=2)[CH:6]=[CH:5][CH:4]=[CH:3][CH:2]=1.[Cl-].[NH2:22][C:23](=[O:32])[CH:24]([OH:31])[CH:25]([NH3+:30])[CH2:26][CH2:27][CH2:28][CH3:29], predict the reaction product. The product is: [NH2:22][C:23](=[O:32])[CH:24]([OH:31])[CH:25]([NH:30][C:14](=[O:16])[C:13]1[CH:17]=[CH:18][CH:19]=[CH:20][C:12]=1[C:10]1[N:11]=[C:7]([C:1]2[CH:2]=[CH:3][CH:4]=[CH:5][CH:6]=2)[S:8][CH:9]=1)[CH2:26][CH2:27][CH2:28][CH3:29]. (4) Given the reactants [Br:1]N1C(=O)CCC1=O.[CH:9]1([C:15]2[C:23]3[C:18](=[CH:19][C:20]([C:24]([O:26][C:27]([CH3:30])([CH3:29])[CH3:28])=[O:25])=[CH:21][CH:22]=3)[NH:17][CH:16]=2)[CH2:14][CH2:13][CH2:12][CH2:11][CH2:10]1, predict the reaction product. The product is: [Br:1][C:16]1[NH:17][C:18]2[C:23]([C:15]=1[CH:9]1[CH2:10][CH2:11][CH2:12][CH2:13][CH2:14]1)=[CH:22][CH:21]=[C:20]([C:24]([O:26][C:27]([CH3:30])([CH3:29])[CH3:28])=[O:25])[CH:19]=2.